From a dataset of Catalyst prediction with 721,799 reactions and 888 catalyst types from USPTO. Predict which catalyst facilitates the given reaction. (1) Reactant: [CH3:1][O:2][C:3]1[CH:8]=[CH:7][C:6]([O:9][CH3:10])=[CH:5][C:4]=1[S:11]([NH:14][C@@H:15]1[CH2:19][CH2:18][N:17]([C:20]([O:22][C:23]([CH3:26])([CH3:25])[CH3:24])=[O:21])[CH2:16]1)(=[O:13])=[O:12].[H-].[Na+].Br[CH2:30][CH:31]([CH3:33])[CH3:32]. Product: [CH3:1][O:2][C:3]1[CH:8]=[CH:7][C:6]([O:9][CH3:10])=[CH:5][C:4]=1[S:11]([N:14]([CH2:30][CH:31]([CH3:33])[CH3:32])[C@@H:15]1[CH2:19][CH2:18][N:17]([C:20]([O:22][C:23]([CH3:26])([CH3:25])[CH3:24])=[O:21])[CH2:16]1)(=[O:12])=[O:13]. The catalyst class is: 3. (2) Product: [CH3:39][NH:41][C:32](=[O:34])[C:31]([CH2:15][C:7]1[NH:8][C:9]2[C:14]([CH:6]=1)=[CH:13][CH:12]=[CH:11][CH:10]=2)=[CH:30][C:25]1[CH:26]=[N:27][C:28]2[NH:29][C:20](=[O:19])[CH2:21][CH2:22][C:23]=2[CH:24]=1. The catalyst class is: 18. Reactant: C(Cl)CCl.C[C:6]1[C:14]2[C:9](=[CH:10][CH:11]=[CH:12][CH:13]=2)[NH:8][C:7]=1[CH2:15]NC.Cl.[O:19]=[C:20]1[NH:29][C:28]2[N:27]=[CH:26][C:25]([CH:30]=[CH:31][C:32]([OH:34])=O)=[CH:24][C:23]=2[CH2:22][CH2:21]1.C1C=CC2N(O)N=[N:41][C:39]=2C=1.CCN(C(C)C)C(C)C. (3) Reactant: Cl[C:2]1[N:10]=[C:9]2[C:5]([N:6]=[CH:7][N:8]2[CH3:11])=[C:4]([NH:12][C:13]2[CH:18]=[CH:17][CH:16]=[CH:15][CH:14]=2)[N:3]=1.[NH2:19][C@H:20]([CH2:23][CH3:24])[CH2:21][OH:22]. Product: [CH3:11][N:8]1[CH:7]=[N:6][C:5]2[C:9]1=[N:10][C:2]([NH:19][C@H:20]([CH2:23][CH3:24])[CH2:21][OH:22])=[N:3][C:4]=2[NH:12][C:13]1[CH:18]=[CH:17][CH:16]=[CH:15][CH:14]=1. The catalyst class is: 6. (4) Reactant: [Cl:1][C:2]1[CH:7]=[CH:6][C:5]([C:8]2[C:17]3[C:12](=[CH:13][CH:14]=[C:15]([C:18]([OH:20])=O)[CH:16]=3)[CH:11]=[N:10][CH:9]=2)=[CH:4][CH:3]=1.F[B-](F)(F)F.N1(OC(N(C)C)=[N+](C)C)C2C=CC=CC=2N=N1.C(N(CC)C(C)C)(C)C.[CH3:52][O:53][C:54]1[CH:59]=[CH:58][CH:57]=[CH:56][C:55]=1[CH2:60][NH2:61]. Product: [Cl:1][C:2]1[CH:3]=[CH:4][C:5]([C:8]2[C:17]3[C:12](=[CH:13][CH:14]=[C:15]([C:18]([NH:61][CH2:60][C:55]4[CH:56]=[CH:57][CH:58]=[CH:59][C:54]=4[O:53][CH3:52])=[O:20])[CH:16]=3)[CH:11]=[N:10][CH:9]=2)=[CH:6][CH:7]=1. The catalyst class is: 9.